This data is from Reaction yield outcomes from USPTO patents with 853,638 reactions. The task is: Predict the reaction yield, written as a fraction of the theoretical maximum amount of product (1.0 means a 100% yield; for example, 0.34 means a 34% yield). The yield is 0.990. The reactants are [F:1][C:2]1[C:11]2[O:10][CH2:9][CH2:8][NH:7][C:6]=2[C:5]([N+:12]([O-])=O)=[CH:4][CH:3]=1. The product is [F:1][C:2]1[C:11]2[O:10][CH2:9][CH2:8][NH:7][C:6]=2[C:5]([NH2:12])=[CH:4][CH:3]=1. The catalyst is CCOC(C)=O.[Pd].